From a dataset of Forward reaction prediction with 1.9M reactions from USPTO patents (1976-2016). Predict the product of the given reaction. (1) Given the reactants [Br:1][C:2]1[CH:7]=[CH:6][C:5]([C:8]2[NH:12][N:11]=[N:10][N:9]=2)=[CH:4][CH:3]=1.C(N(CC)CC)C.[Cl:20][C:21]1[CH:26]=[CH:25][CH:24]=[CH:23][C:22]=1[C:27](Cl)([C:34]1[CH:39]=[CH:38][CH:37]=[CH:36][CH:35]=1)[C:28]1[CH:33]=[CH:32][CH:31]=[CH:30][CH:29]=1.C(=O)(O)[O-].[Na+], predict the reaction product. The product is: [Cl:20][C:21]1[CH:26]=[CH:25][CH:24]=[CH:23][C:22]=1[C:27]([C:28]1[CH:29]=[CH:30][CH:31]=[CH:32][CH:33]=1)([C:34]1[CH:39]=[CH:38][CH:37]=[CH:36][CH:35]=1)[N:9]1[C:8]([C:5]2[CH:6]=[CH:7][C:2]([Br:1])=[CH:3][CH:4]=2)=[N:12][N:11]=[N:10]1. (2) The product is: [CH3:14][C:15]1[N:19]([C:20]2[CH:25]=[CH:24][C:23]([C:26]([F:28])([F:29])[F:27])=[CH:22][N:21]=2)[N:18]=[CH:17][C:16]=1[C:30]([NH:32][C:33]1[CH:34]=[N:35][C:36]([C:40]2[CH2:41][CH2:42][N:43]([C:6](=[O:11])[C:7]([F:8])([F:9])[F:10])[CH2:44][CH:45]=2)=[C:37]([CH3:39])[CH:38]=1)=[O:31]. Given the reactants [F:8][C:7]([F:10])([F:9])[C:6](O[C:6](=[O:11])[C:7]([F:10])([F:9])[F:8])=[O:11].[CH3:14][C:15]1[N:19]([C:20]2[CH:25]=[CH:24][C:23]([C:26]([F:29])([F:28])[F:27])=[CH:22][N:21]=2)[N:18]=[CH:17][C:16]=1[C:30]([NH:32][C:33]1[CH:34]=[N:35][C:36]([C:40]2[CH2:41][CH2:42][NH:43][CH2:44][CH:45]=2)=[C:37]([CH3:39])[CH:38]=1)=[O:31].C(N(CC)CC)C.O, predict the reaction product. (3) Given the reactants [NH2:1][C:2]1[CH:9]=[C:8]([N:10]2[CH2:15][CH2:14][O:13][CH2:12][CH2:11]2)[CH:7]=[CH:6][C:3]=1[C:4]#[N:5].Cl[C:17]1[C:26]2[C:21](=[CH:22][CH:23]=[CH:24][CH:25]=2)[N:20]=[C:19]([C:27]2[CH:32]=[CH:31][CH:30]=[CH:29][C:28]=2[F:33])[C:18]=1[CH3:34].Cl.O1CCOCC1, predict the reaction product. The product is: [F:33][C:28]1[CH:29]=[CH:30][CH:31]=[CH:32][C:27]=1[C:19]1[C:18]([CH3:34])=[C:17]([NH:1][C:2]2[CH:9]=[C:8]([N:10]3[CH2:11][CH2:12][O:13][CH2:14][CH2:15]3)[CH:7]=[CH:6][C:3]=2[C:4]#[N:5])[C:26]2[C:21](=[CH:22][CH:23]=[CH:24][CH:25]=2)[N:20]=1.